This data is from NCI-60 drug combinations with 297,098 pairs across 59 cell lines. The task is: Regression. Given two drug SMILES strings and cell line genomic features, predict the synergy score measuring deviation from expected non-interaction effect. (1) Drug 1: C1=NC(=NC(=O)N1C2C(C(C(O2)CO)O)O)N. Drug 2: COCCOC1=C(C=C2C(=C1)C(=NC=N2)NC3=CC=CC(=C3)C#C)OCCOC.Cl. Cell line: OVCAR3. Synergy scores: CSS=37.2, Synergy_ZIP=-6.23, Synergy_Bliss=-4.94, Synergy_Loewe=-3.00, Synergy_HSA=-3.15. (2) Drug 1: CC12CCC(CC1=CCC3C2CCC4(C3CC=C4C5=CN=CC=C5)C)O. Drug 2: CC1OCC2C(O1)C(C(C(O2)OC3C4COC(=O)C4C(C5=CC6=C(C=C35)OCO6)C7=CC(=C(C(=C7)OC)O)OC)O)O. Cell line: HCC-2998. Synergy scores: CSS=18.5, Synergy_ZIP=-4.50, Synergy_Bliss=0.259, Synergy_Loewe=-2.16, Synergy_HSA=-0.152.